This data is from Peptide-MHC class I binding affinity with 185,985 pairs from IEDB/IMGT. The task is: Regression. Given a peptide amino acid sequence and an MHC pseudo amino acid sequence, predict their binding affinity value. This is MHC class I binding data. (1) The peptide sequence is ADMGCVVSW. The binding affinity (normalized) is 0.443. The MHC is HLA-A32:01 with pseudo-sequence HLA-A32:01. (2) The binding affinity (normalized) is 0. The MHC is HLA-B35:01 with pseudo-sequence HLA-B35:01. The peptide sequence is IRQAGVQYSRADEEQ. (3) The peptide sequence is SLGDPLHQA. The MHC is HLA-A24:03 with pseudo-sequence HLA-A24:03. The binding affinity (normalized) is 0.0847. (4) The peptide sequence is ALAKAAAAL. The MHC is HLA-A02:02 with pseudo-sequence HLA-A02:02. The binding affinity (normalized) is 0.753. (5) The peptide sequence is RVMAPRALL. The MHC is HLA-B45:06 with pseudo-sequence HLA-B45:06. The binding affinity (normalized) is 0.213. (6) The peptide sequence is DTGCRIDGY. The MHC is HLA-B15:01 with pseudo-sequence HLA-B15:01. The binding affinity (normalized) is 0.0847. (7) The peptide sequence is RLYNFSFLN. The MHC is HLA-A02:11 with pseudo-sequence HLA-A02:11. The binding affinity (normalized) is 1.00. (8) The peptide sequence is DFGYATMAK. The MHC is HLA-B15:01 with pseudo-sequence HLA-B15:01. The binding affinity (normalized) is 0.0847. (9) The peptide sequence is QEKGKSLLF. The MHC is HLA-B44:02 with pseudo-sequence HLA-B44:02. The binding affinity (normalized) is 0.634.